The task is: Predict the reaction yield, written as a fraction of the theoretical maximum amount of product (1.0 means a 100% yield; for example, 0.34 means a 34% yield).. This data is from Reaction yield outcomes from USPTO patents with 853,638 reactions. (1) The reactants are C([N-]C(C)C)(C)C.[Li+].C([Li])CCC.C(NC(C)C)(C)C.[CH3:21][O:22][C:23]1[CH:24]=[C:25]2[C:30](=[CH:31][CH:32]=1)/[C:29](=[N:33]/[OH:34])/[CH2:28][CH2:27][CH2:26]2.[C:35]1([C:41]2[O:45][N:44]=[C:43]([C:46](OC)=O)[C:42]=2[C:50]([F:53])([F:52])[F:51])[CH:40]=[CH:39][CH:38]=[CH:37][CH:36]=1.S(Cl)(Cl)=O. The catalyst is C1COCC1.C(OCC)(=O)C.N1C=CC=CC=1. The product is [CH3:21][O:22][C:23]1[CH:24]=[C:25]2[C:30](=[CH:31][CH:32]=1)[C:29]1=[N:33][O:34][C:46]([C:43]3[C:42]([C:50]([F:51])([F:52])[F:53])=[C:41]([C:35]4[CH:40]=[CH:39][CH:38]=[CH:37][CH:36]=4)[O:45][N:44]=3)=[C:28]1[CH2:27][CH2:26]2. The yield is 0.270. (2) The yield is 0.740. The catalyst is C(OCC)(=O)C. The product is [Br:1][C:2]1[C:3]([CH3:11])=[C:4]([Cl:10])[C:5]([CH:8]([OH:9])[C:18]([F:20])([F:19])[F:17])=[N:6][CH:7]=1. The reactants are [Br:1][C:2]1[C:3]([CH3:11])=[C:4]([Cl:10])[C:5]([CH:8]=[O:9])=[N:6][CH:7]=1.O1CCCC1.[F:17][C:18]([Si](C)(C)C)([F:20])[F:19].[F-].C([N+](CCCC)(CCCC)CCCC)CCC. (3) The reactants are [N:1]1([CH2:4][CH2:5][OH:6])[CH2:3][CH2:2]1.[H-].[Na+].[C:9]([O:19][CH3:20])(=[O:18])[CH2:10][CH2:11][CH2:12][CH2:13][C:14]([O:16]C)=O. No catalyst specified. The product is [N:1]1([CH2:4][CH2:5][O:6][C:14](=[O:16])[CH2:13][CH2:12][CH2:11][CH2:10][C:9]([O:19][CH2:20][CH2:4][N:1]2[CH2:3][CH2:2]2)=[O:18])[CH2:3][CH2:2]1. The yield is 0.600. (4) The yield is 0.130. The reactants are [CH3:1][N:2]([CH2:13][C:14]1[NH:18][C:17]2[CH:19]=[CH:20][CH:21]=[C:22]([C:23](OC)=[O:24])[C:16]=2[N:15]=1)[CH:3]1[C:12]2[N:11]=[CH:10][CH:9]=[CH:8][C:7]=2[CH2:6][CH2:5][CH2:4]1.[CH2:27]([NH2:30])[CH2:28][NH2:29]. The catalyst is CN(C)C=O. The product is [NH2:29][CH2:28][CH2:27][NH:30][C:23]([C:22]1[C:16]2[N:15]=[C:14]([CH2:13][N:2]([CH3:1])[CH:3]3[C:12]4[N:11]=[CH:10][CH:9]=[CH:8][C:7]=4[CH2:6][CH2:5][CH2:4]3)[NH:18][C:17]=2[CH:19]=[CH:20][CH:21]=1)=[O:24]. (5) The reactants are [NH2:1][C:2]1[NH:6][N:5]=[C:4]([NH:7][C:8]2[CH:9]=[N:10][CH:11]=[CH:12][CH:13]=2)[C:3]=1[C:14]([NH2:16])=[O:15].[CH:17](=O)[C:18]1[CH:23]=[CH:22][CH:21]=[CH:20][CH:19]=1.N1CCCCC1. The catalyst is C(O)C. The product is [CH:17](=[N:1][C:2]1[NH:6][N:5]=[C:4]([NH:7][C:8]2[CH:9]=[N:10][CH:11]=[CH:12][CH:13]=2)[C:3]=1[C:14]([NH2:16])=[O:15])[C:18]1[CH:23]=[CH:22][CH:21]=[CH:20][CH:19]=1. The yield is 0.570.